From a dataset of Forward reaction prediction with 1.9M reactions from USPTO patents (1976-2016). Predict the product of the given reaction. (1) Given the reactants [Br:1][C:2]1[CH:7]=[CH:6][CH:5]=[CH:4][C:3]=1[S:8]([N:11]1[C:19]2[C:14](=[CH:15][CH:16]=[CH:17][CH:18]=2)[C:13]([CH:20]=[O:21])=[CH:12]1)(=[O:10])=[O:9].[BH4-].[Na+], predict the reaction product. The product is: [Br:1][C:2]1[CH:7]=[CH:6][CH:5]=[CH:4][C:3]=1[S:8]([N:11]1[C:19]2[C:14](=[CH:15][CH:16]=[CH:17][CH:18]=2)[C:13]([CH2:20][OH:21])=[CH:12]1)(=[O:9])=[O:10]. (2) Given the reactants [CH2:1]([O:8][C:9]1[C:14]([F:15])=[CH:13][C:12]([C:16]2[N+:21]([O-])=[CH:20][C:19]3[C:23]([I:32])=[N:24][N:25]([CH:26]4[CH2:31][CH2:30][CH2:29][CH2:28][O:27]4)[C:18]=3[CH:17]=2)=[C:11]([CH2:33][C:34]([F:37])([F:36])[F:35])[CH:10]=1)[C:2]1[CH:7]=[CH:6][CH:5]=[CH:4][CH:3]=1.[CH3:38][N:39]([S:60]([CH3:63])(=[O:62])=[O:61])[C:40]1[CH:59]=[CH:58][CH:57]=[CH:56][C:41]=1[CH2:42][NH:43]C(=O)OC1C=CC([N+]([O-])=O)=CC=1.C(N(CC)CC)C, predict the reaction product. The product is: [CH2:1]([O:8][C:9]1[C:14]([F:15])=[CH:13][C:12]([C:16]2[N:21]=[C:20]([NH:43][CH2:42][C:41]3[CH:56]=[CH:57][CH:58]=[CH:59][C:40]=3[N:39]([CH3:38])[S:60]([CH3:63])(=[O:62])=[O:61])[C:19]3[C:23]([I:32])=[N:24][N:25]([CH:26]4[CH2:31][CH2:30][CH2:29][CH2:28][O:27]4)[C:18]=3[CH:17]=2)=[C:11]([CH2:33][C:34]([F:37])([F:36])[F:35])[CH:10]=1)[C:2]1[CH:7]=[CH:6][CH:5]=[CH:4][CH:3]=1. (3) Given the reactants [Cl:1][C:2]1[C:3]([F:9])=[C:4]([CH:6]=[CH:7][CH:8]=1)[NH2:5].[Cl:10][C:11]1[CH:18]=[CH:17][C:14]([CH:15]=O)=[C:13]([CH3:19])[CH:12]=1.[Na].C([O:23][C:24](=O)[C:25](=[O:32])[CH2:26][C:27](=[O:31])[CH:28]([CH3:30])[CH3:29])C, predict the reaction product. The product is: [Cl:1][C:2]1[C:3]([F:9])=[C:4]([N:5]2[CH:15]([C:14]3[CH:17]=[CH:18][C:11]([Cl:10])=[CH:12][C:13]=3[CH3:19])[C:26]([C:27](=[O:31])[CH:28]([CH3:30])[CH3:29])=[C:25]([OH:32])[C:24]2=[O:23])[CH:6]=[CH:7][CH:8]=1. (4) Given the reactants [CH2:1]([N:8]1[C:16]2[C:11](=[CH:12][C:13]([NH:17][C:18]3[N:27]=[CH:26][C:25]([C:28]([F:31])([F:30])[F:29])=[CH:24][C:19]=3[C:20]([O:22]C)=[O:21])=[CH:14][CH:15]=2)[CH:10]=[CH:9]1)[C:2]1[CH:7]=[CH:6][CH:5]=[CH:4][CH:3]=1.[OH-].[Na+].O1CCCC1, predict the reaction product. The product is: [CH2:1]([N:8]1[C:16]2[C:11](=[CH:12][C:13]([NH:17][C:18]3[N:27]=[CH:26][C:25]([C:28]([F:31])([F:29])[F:30])=[CH:24][C:19]=3[C:20]([OH:22])=[O:21])=[CH:14][CH:15]=2)[CH:10]=[CH:9]1)[C:2]1[CH:7]=[CH:6][CH:5]=[CH:4][CH:3]=1. (5) Given the reactants C[N:2](C)[CH2:3][CH2:4]N(C)C.CC1(C)C2C=CC=C(P(C3C=CC=CC=3)C3C=CC=CC=3)C=2OC2C1=CC=CC=2P(C1C=CC=CC=1)C1C=CC=CC=1.BrC1[CH:57]=[CH:56][C:55]([C:58](=[O:60])[CH3:59])=[CH:54][C:53]=1[F:61], predict the reaction product. The product is: [C:58]([C:55]1[CH:56]=[CH:57][C:4]([C:3]#[N:2])=[C:53]([F:61])[CH:54]=1)(=[O:60])[CH3:59]. (6) Given the reactants CS(O[CH2:6][C:7]1[CH:12]=[CH:11][CH:10]=[C:9]([C:13]2[C:17]3[C:18]([O:22][CH3:23])=[N:19][CH:20]=[CH:21][C:16]=3[N:15]([C:24]3[C:29]([F:30])=[CH:28][CH:27]=[CH:26][C:25]=3[F:31])[N:14]=2)[CH:8]=1)(=O)=O.Cl.[CH3:33][NH:34][CH3:35].[I-].[Na+].C(=O)([O-])O.[Na+], predict the reaction product. The product is: [F:31][C:25]1[CH:26]=[CH:27][CH:28]=[C:29]([F:30])[C:24]=1[N:15]1[C:16]2[CH:21]=[CH:20][N:19]=[C:18]([O:22][CH3:23])[C:17]=2[C:13]([C:9]2[CH:8]=[C:7]([CH2:6][N:34]([CH3:35])[CH3:33])[CH:12]=[CH:11][CH:10]=2)=[N:14]1.